From a dataset of Catalyst prediction with 721,799 reactions and 888 catalyst types from USPTO. Predict which catalyst facilitates the given reaction. (1) Reactant: [CH3:1][S:2][C:3]1[C:4]2[C:5](Br)=[CH:6][N:7]([Si:12]([CH:19]([CH3:21])[CH3:20])([CH:16]([CH3:18])[CH3:17])[CH:13]([CH3:15])[CH3:14])[C:8]=2[CH:9]=[CH:10][CH:11]=1.[Li]C(C)(C)C.[Cl:28][C:29]1[CH:36]=[CH:35][C:32]([CH2:33]Br)=[CH:31][CH:30]=1. Product: [CH3:1][S:2][C:3]1[C:4]2[C:5]([CH2:33][C:32]3[CH:35]=[CH:36][C:29]([Cl:28])=[CH:30][CH:31]=3)=[CH:6][N:7]([Si:12]([CH:19]([CH3:21])[CH3:20])([CH:16]([CH3:18])[CH3:17])[CH:13]([CH3:15])[CH3:14])[C:8]=2[CH:9]=[CH:10][CH:11]=1. The catalyst class is: 28. (2) Reactant: [C:1]([C:5]1[S:9][C:8]([NH:10][C:11](=[O:21])[C:12]2[CH:17]=[C:16]([Cl:18])[CH:15]=[CH:14][C:13]=2[O:19][CH3:20])=[N:7][CH:6]=1)([CH3:4])([CH3:3])[CH3:2].CC(C)([O-])C.[K+].I[CH2:29][CH:30]1[CH2:35][CH2:34][O:33][CH2:32][CH2:31]1. Product: [C:1]([C:5]1[S:9]/[C:8](=[N:10]\[C:11](=[O:21])[C:12]2[CH:17]=[C:16]([Cl:18])[CH:15]=[CH:14][C:13]=2[O:19][CH3:20])/[N:7]([CH2:29][CH:30]2[CH2:35][CH2:34][O:33][CH2:32][CH2:31]2)[CH:6]=1)([CH3:4])([CH3:2])[CH3:3]. The catalyst class is: 348. (3) Reactant: [O:1]=[C:2]([CH2:8][CH2:9][CH2:10][CH3:11])[CH2:3][C:4]([O:6]C)=[O:5].CO[CH:14](OC)[N:15](C)C.O.Cl.NO. Product: [CH2:8]([C:2]1[O:1][N:15]=[CH:14][C:3]=1[C:4]([OH:6])=[O:5])[CH2:9][CH2:10][CH3:11]. The catalyst class is: 5. (4) Reactant: [O:1]([CH2:8][O:9][C:10]1[CH:15]=[CH:14][CH:13]=[CH:12][CH:11]=1)[C:2]1[CH:7]=[CH:6][CH:5]=[CH:4][CH:3]=1.[I:16]Cl. Product: [I:16][C:5]1[CH:4]=[CH:3][C:2]([O:1][CH2:8][O:9][C:10]2[CH:11]=[CH:12][CH:13]=[CH:14][CH:15]=2)=[CH:7][CH:6]=1. The catalyst class is: 15. (5) The catalyst class is: 79. Product: [Cl:5][C:6]1[CH:7]=[N+:8]([O-:31])[CH:9]=[C:10]([Cl:30])[C:11]=1[CH2:12][C@H:13]([O:14][C:45](=[O:46])[CH2:44][O:43][C:41](=[O:42])[C:40]1[CH:48]=[CH:49][C:37]([O:36][CH2:35][CH:32]2[CH2:34][CH2:33]2)=[C:38]([CH2:50][N:51]2[CH2:52][CH2:53][O:54][CH2:55][CH2:56]2)[CH:39]=1)[C:15]1[CH:20]=[CH:19][C:18]([O:21][CH:22]([F:24])[F:23])=[C:17]([O:25][CH2:26][CH:27]2[CH2:29][CH2:28]2)[CH:16]=1. Reactant: C(Cl)CCl.[Cl:5][C:6]1[CH:7]=[N+:8]([O-:31])[CH:9]=[C:10]([Cl:30])[C:11]=1[CH2:12][C@@H:13]([C:15]1[CH:20]=[CH:19][C:18]([O:21][CH:22]([F:24])[F:23])=[C:17]([O:25][CH2:26][CH:27]2[CH2:29][CH2:28]2)[CH:16]=1)[OH:14].[CH:32]1([CH2:35][O:36][C:37]2[CH:49]=[CH:48][C:40]([C:41]([O:43][CH2:44][C:45](O)=[O:46])=[O:42])=[CH:39][C:38]=2[CH2:50][N:51]2[CH2:56][CH2:55][O:54][CH2:53][CH2:52]2)[CH2:34][CH2:33]1.